This data is from Peptide-MHC class II binding affinity with 134,281 pairs from IEDB. The task is: Regression. Given a peptide amino acid sequence and an MHC pseudo amino acid sequence, predict their binding affinity value. This is MHC class II binding data. (1) The peptide sequence is INEPTAAAIAYGLKR. The MHC is HLA-DQA10501-DQB10301 with pseudo-sequence HLA-DQA10501-DQB10301. The binding affinity (normalized) is 0.700. (2) The peptide sequence is DYFVLTSHTVMPLSA. The MHC is DRB1_0301 with pseudo-sequence DRB1_0301. The binding affinity (normalized) is 0.426. (3) The peptide sequence is EVVNDVSTFSSGLVW. The MHC is HLA-DQA10501-DQB10301 with pseudo-sequence HLA-DQA10501-DQB10301. The binding affinity (normalized) is 0.760. (4) The peptide sequence is DGYFLKIKVTAASPM. The binding affinity (normalized) is 0.650. The MHC is DRB1_0802 with pseudo-sequence DRB1_0802.